This data is from Full USPTO retrosynthesis dataset with 1.9M reactions from patents (1976-2016). The task is: Predict the reactants needed to synthesize the given product. Given the product [N+:8]([C:11]1[CH:19]=[CH:18][C:14]([C:15]([O:20][C:6]2([CH3:7])[CH2:15][CH:14]2[CH2:18][CH2:19][CH2:11][CH:12]=[CH2:13])=[O:16])=[CH:13][CH:12]=1)([O-:10])=[O:9], predict the reactants needed to synthesize it. The reactants are: CCN([CH2:6][CH3:7])CC.[N+:8]([C:11]1[CH:19]=[CH:18][C:14]([C:15](Cl)=[O:16])=[CH:13][CH:12]=1)([O-:10])=[O:9].[OH2:20].